Task: Predict the reaction yield, written as a fraction of the theoretical maximum amount of product (1.0 means a 100% yield; for example, 0.34 means a 34% yield).. Dataset: Reaction yield outcomes from USPTO patents with 853,638 reactions (1) The reactants are [C:1]([C:3]1[CH:4]=[C:5]([S:17]([N:20](CC2C=CC(OC)=CC=2OC)[C:21]2[S:25][N:24]=[CH:23][N:22]=2)(=[O:19])=[O:18])[CH:6]=[CH:7][C:8]=1[S:9][C:10]1[CH:15]=[CH:14][CH:13]=[CH:12][C:11]=1[F:16])#[N:2].Cl. The catalyst is O1CCOCC1. The product is [C:1]([C:3]1[CH:4]=[C:5]([S:17]([NH:20][C:21]2[S:25][N:24]=[CH:23][N:22]=2)(=[O:18])=[O:19])[CH:6]=[CH:7][C:8]=1[S:9][C:10]1[CH:15]=[CH:14][CH:13]=[CH:12][C:11]=1[F:16])#[N:2]. The yield is 0.240. (2) The reactants are [CH2:1]([NH:4][C:5]([C:7]1[C:8]([I:19])=[C:9]([C:13]([I:18])=[C:14]([NH2:17])[C:15]=1[I:16])[C:10]([Cl:12])=[O:11])=[O:6])[CH:2]=[CH2:3].[C:20]([OH:23])(=[O:22])[CH3:21].[C:24]([OH:27])(=[O:26])[CH3:25].[C:28]([OH:31])(=[O:30])[CH3:29].[O:32]=[C:33](Cl)[C@H:34]([C@@H:36]([CH2:38]O)O)O. The catalyst is CC(N(C)C)=O.C(OCC)(=O)C. The product is [C:20]([O:23][CH:36]([CH2:38][O:30][C:28](=[O:31])[CH3:29])[CH:34]([O:26][C:24](=[O:27])[CH3:25])[C:33](=[O:32])[NH:17][C:14]1[C:13]([I:18])=[C:9]([C:10]([Cl:12])=[O:11])[C:8]([I:19])=[C:7]([C:5](=[O:6])[NH:4][CH2:1][CH:2]=[CH2:3])[C:15]=1[I:16])(=[O:22])[CH3:21]. The yield is 0.540. (3) The reactants are [CH2:1]([O:3][C:4]([C:6]1[CH:7]=[C:8]2[C:13](=[CH:14][CH:15]=1)[NH:12][CH:11]([C:16]1[CH:21]=[CH:20]C=C(NC(C(O)=O)(C)C)[CH:17]=1)[C:10]([CH3:30])([CH3:29])[CH2:9]2)=[O:5])[CH3:2].Cl.[CH3:32]N.[CH3:34][N:35]([C:37]([O:41]N1N=NC2C=CC=NC1=2)=[N+](C)C)C.F[P-](F)(F)(F)(F)F.C([N:60]([CH2:63][CH3:64])[CH2:61][CH3:62])C. The catalyst is ClCCl. The product is [CH2:1]([O:3][C:4]([C:6]1[CH:7]=[C:8]2[C:13](=[CH:14][CH:15]=1)[NH:12][CH:11]([C:16]1[CH:21]=[CH:20][CH:64]=[C:63]([NH:60][C:61]([CH3:62])([C:37](=[O:41])[NH:35][CH3:34])[CH3:32])[CH:17]=1)[C:10]([CH3:30])([CH3:29])[CH2:9]2)=[O:5])[CH3:2]. The yield is 0.940. (4) The reactants are [CH3:1][C:2]1[CH:7]=[CH:6][CH:5]=[CH:4][C:3]=1[S:8][C:9]1[CH:14]=[CH:13][C:12]2[C:15]3([CH2:30][O:31][C:11]=2[CH:10]=1)[CH2:20][CH2:19][N:18]([CH2:21][CH2:22][C:23]([O:25]C(C)(C)C)=[O:24])[CH2:17][CH2:16]3.O1CCOCC1.[ClH:38]. No catalyst specified. The product is [ClH:38].[CH3:1][C:2]1[CH:7]=[CH:6][CH:5]=[CH:4][C:3]=1[S:8][C:9]1[CH:14]=[CH:13][C:12]2[C:15]3([CH2:30][O:31][C:11]=2[CH:10]=1)[CH2:20][CH2:19][N:18]([CH2:21][CH2:22][C:23]([OH:25])=[O:24])[CH2:17][CH2:16]3. The yield is 0.820. (5) The reactants are [F:1][C:2]([F:22])([F:21])[C:3]([CH:5]1[CH2:10][CH2:9][N:8](C(OCC2C=CC=CC=2)=O)[CH2:7][CH2:6]1)=[O:4].N. The catalyst is CCOC(C)=O.CO. The product is [F:22][C:2]([F:1])([F:21])[C:3]([CH:5]1[CH2:6][CH2:7][NH:8][CH2:9][CH2:10]1)=[O:4]. The yield is 1.00. (6) The reactants are [Cl:1][C:2]1[CH:7]=[C:6]([F:8])[CH:5]=[CH:4][C:3]=1[SH:9].F[C:11]1[CH:16]=[CH:15][CH:14]=[CH:13][C:12]=1[N+:17]([O-:19])=[O:18].[Cl:20][C:21]1[CH:26]=[C:25]([F:27])[CH:24]=[CH:23][C:22]=1[S:28][C:29]1[CH:35]=[CH:34][CH:33]=[CH:32][C:30]=1[NH2:31].[NH2:36][C:37]1SC=[CH:40][N:41]=1. No catalyst specified. The product is [Cl:1][C:2]1[CH:7]=[C:6]([F:8])[CH:5]=[CH:4][C:3]=1[S:9][C:11]1[CH:16]=[CH:15][CH:14]=[CH:13][C:12]=1[N+:17]([O-:19])=[O:18].[Cl:20][C:21]1[CH:26]=[C:25]([F:27])[CH:24]=[CH:23][C:22]=1[S:28][C:29]1[CH:35]=[CH:34][CH:33]=[CH:32][C:30]=1[NH:31][C:40]([NH:41][C:37]1[S:9][CH:3]=[CH:2][N:36]=1)=[O:18]. The yield is 0.800. (7) The reactants are [CH2:1]([C:3]1[N:7]([C:8]2[C:16]3[O:15][CH2:14][C@H:13]([N:17](C(=O)C(F)(F)F)[C:18]4[CH:31]=[CH:30][C:21]5[C@H:22]([CH2:25][C:26]([O:28]C)=[O:27])[CH2:23][O:24][C:20]=5[CH:19]=4)[C:12]=3[CH:11]=[CH:10][CH:9]=2)[C:6]2[CH:38]=[CH:39][CH:40]=[CH:41][C:5]=2[N:4]=1)[CH3:2].[OH-].[Na+].Cl. The catalyst is O1CCCC1.CO.O. The product is [CH2:1]([C:3]1[N:7]([C:8]2[C:16]3[O:15][CH2:14][C@H:13]([NH:17][C:18]4[CH:31]=[CH:30][C:21]5[C@H:22]([CH2:25][C:26]([OH:28])=[O:27])[CH2:23][O:24][C:20]=5[CH:19]=4)[C:12]=3[CH:11]=[CH:10][CH:9]=2)[C:6]2[CH:38]=[CH:39][CH:40]=[CH:41][C:5]=2[N:4]=1)[CH3:2]. The yield is 0.860.